This data is from Peptide-MHC class II binding affinity with 134,281 pairs from IEDB. The task is: Regression. Given a peptide amino acid sequence and an MHC pseudo amino acid sequence, predict their binding affinity value. This is MHC class II binding data. (1) The peptide sequence is WCYGVENVRVAYGKC. The MHC is DRB1_0901 with pseudo-sequence DRB1_0901. The binding affinity (normalized) is 0.467. (2) The peptide sequence is EKKYFAATQLEPLAA. The MHC is DRB1_1001 with pseudo-sequence DRB1_1001. The binding affinity (normalized) is 0.798. (3) The peptide sequence is YDQFLANVSTVLTGK. The MHC is DRB1_0401 with pseudo-sequence DRB1_0401. The binding affinity (normalized) is 0.669. (4) The peptide sequence is NFKVAATAANAAPAN. The MHC is DRB1_0701 with pseudo-sequence DRB1_0701. The binding affinity (normalized) is 0.514. (5) The peptide sequence is AIVYYSMYGHIKKMA. The MHC is HLA-DQA10401-DQB10402 with pseudo-sequence HLA-DQA10401-DQB10402. The binding affinity (normalized) is 0. (6) The peptide sequence is EKKYFAATQFEPPAA. The MHC is DRB1_1602 with pseudo-sequence DRB1_1602. The binding affinity (normalized) is 0.374. (7) The peptide sequence is VLGLPAIKAWVAKRP. The MHC is HLA-DQA10301-DQB10301 with pseudo-sequence HLA-DQA10301-DQB10301. The binding affinity (normalized) is 0.189. (8) The peptide sequence is KLVLDIKYTRPGDSL. The MHC is DRB1_1602 with pseudo-sequence DRB1_1602. The binding affinity (normalized) is 0.384. (9) The peptide sequence is FIADPASRFYNLVLA. The MHC is HLA-DPA10201-DPB10501 with pseudo-sequence HLA-DPA10201-DPB10501. The binding affinity (normalized) is 0.337. (10) The peptide sequence is KLPKPPKPVSKMRMATPLL. The MHC is DRB1_0404 with pseudo-sequence DRB1_0404. The binding affinity (normalized) is 0.495.